From a dataset of NCI-60 drug combinations with 297,098 pairs across 59 cell lines. Regression. Given two drug SMILES strings and cell line genomic features, predict the synergy score measuring deviation from expected non-interaction effect. (1) Drug 1: CC12CCC3C(C1CCC2=O)CC(=C)C4=CC(=O)C=CC34C. Drug 2: C1CCC(CC1)NC(=O)N(CCCl)N=O. Cell line: HCT116. Synergy scores: CSS=70.4, Synergy_ZIP=0.228, Synergy_Bliss=-5.07, Synergy_Loewe=-4.10, Synergy_HSA=-4.46. (2) Drug 1: CC1=C(C(CCC1)(C)C)C=CC(=CC=CC(=CC(=O)O)C)C. Drug 2: CC12CCC3C(C1CCC2OP(=O)(O)O)CCC4=C3C=CC(=C4)OC(=O)N(CCCl)CCCl.[Na+]. Cell line: SW-620. Synergy scores: CSS=0.469, Synergy_ZIP=0.483, Synergy_Bliss=-0.151, Synergy_Loewe=-0.996, Synergy_HSA=-2.66. (3) Synergy scores: CSS=12.4, Synergy_ZIP=6.38, Synergy_Bliss=6.31, Synergy_Loewe=8.55, Synergy_HSA=8.96. Drug 1: CC12CCC3C(C1CCC2O)C(CC4=C3C=CC(=C4)O)CCCCCCCCCS(=O)CCCC(C(F)(F)F)(F)F. Cell line: T-47D. Drug 2: CC(C)CN1C=NC2=C1C3=CC=CC=C3N=C2N. (4) Drug 1: CN1CCC(CC1)COC2=C(C=C3C(=C2)N=CN=C3NC4=C(C=C(C=C4)Br)F)OC. Cell line: KM12. Synergy scores: CSS=37.6, Synergy_ZIP=9.09, Synergy_Bliss=9.46, Synergy_Loewe=-4.60, Synergy_HSA=6.88. Drug 2: COC1=CC(=CC(=C1O)OC)C2C3C(COC3=O)C(C4=CC5=C(C=C24)OCO5)OC6C(C(C7C(O6)COC(O7)C8=CC=CS8)O)O. (5) Drug 1: C1=C(C(=O)NC(=O)N1)F. Drug 2: COC1=C2C(=CC3=C1OC=C3)C=CC(=O)O2. Cell line: HCT-15. Synergy scores: CSS=35.9, Synergy_ZIP=0.158, Synergy_Bliss=-3.80, Synergy_Loewe=-10.1, Synergy_HSA=-4.75. (6) Drug 1: CCC1=C2CN3C(=CC4=C(C3=O)COC(=O)C4(CC)O)C2=NC5=C1C=C(C=C5)O. Drug 2: B(C(CC(C)C)NC(=O)C(CC1=CC=CC=C1)NC(=O)C2=NC=CN=C2)(O)O. Cell line: HCT116. Synergy scores: CSS=87.0, Synergy_ZIP=2.79, Synergy_Bliss=2.52, Synergy_Loewe=2.40, Synergy_HSA=5.15.